Task: Predict which catalyst facilitates the given reaction.. Dataset: Catalyst prediction with 721,799 reactions and 888 catalyst types from USPTO (1) Reactant: [O:1]1[C:5]2[CH:6]=[CH:7][C:8]([NH:10][C:11](=[O:34])[NH:12][C:13]3[N:17]([C:18]4[CH:19]=[C:20]([CH2:24][C:25](OCC)=[O:26])[CH:21]=[CH:22][CH:23]=4)[N:16]=[C:15]([C:30]([CH3:33])([CH3:32])[CH3:31])[CH:14]=3)=[CH:9][C:4]=2[O:3][CH2:2]1.[NH3:35]. Product: [NH2:35][C:25](=[O:26])[CH2:24][C:20]1[CH:19]=[C:18]([N:17]2[C:13]([NH:12][C:11]([NH:10][C:8]3[CH:7]=[CH:6][C:5]4[O:1][CH2:2][O:3][C:4]=4[CH:9]=3)=[O:34])=[CH:14][C:15]([C:30]([CH3:31])([CH3:32])[CH3:33])=[N:16]2)[CH:23]=[CH:22][CH:21]=1. The catalyst class is: 1. (2) Reactant: [OH:1][C:2]1[CH:7]=[CH:6][C:5]([CH:8]=[CH:9][C:10]([OH:12])=[O:11])=[CH:4][C:3]=1[O:13][CH3:14].[N:15]1(C2CCCCCCCCCC2)CCCN=CC[CH2:19][CH2:18][CH2:17][CH2:16]1.BrCCCC#N.Cl. Product: [OH:1][C:2]1[CH:7]=[CH:6][C:5](/[CH:8]=[CH:9]/[C:10]([O:12][CH2:19][CH2:18][CH2:17][C:16]#[N:15])=[O:11])=[CH:4][C:3]=1[O:13][CH3:14]. The catalyst class is: 3. (3) Reactant: [CH3:1][O:2][CH2:3][CH2:4][CH2:5][CH2:6][C:7]([CH:9]1[C:14](=[O:15])[O:13][C:12]([CH3:17])(C)O[C:10]1=O)=[O:8].OCC[C:22]#[N:23].C(=O)=O.[N+:27]([C:30]1[CH:37]=[CH:36][C:33](C=O)=[CH:32][CH:31]=1)([O-:29])=[O:28].N1CCCCC1.C(O)(=O)C. Product: [C:22]([CH2:17][CH2:12][O:13][C:14](=[O:15])[C:9](=[CH:10][C:33]1[CH:36]=[CH:37][C:30]([N+:27]([O-:29])=[O:28])=[CH:31][CH:32]=1)[C:7](=[O:8])[CH2:6][CH2:5][CH2:4][CH2:3][O:2][CH3:1])#[N:23]. The catalyst class is: 41. (4) Reactant: [Br:1][C:2]1[CH:7]=[CH:6][C:5]([OH:8])=[CH:4][CH:3]=1.Br[CH2:10][CH2:11][CH2:12][OH:13].CN(C)C=O.C(=O)([O-])[O-].[K+].[K+]. Product: [Br:1][C:2]1[CH:7]=[CH:6][C:5]([O:8][CH2:10][CH2:11][CH2:12][OH:13])=[CH:4][CH:3]=1. The catalyst class is: 6. (5) Reactant: COC(=O)[CH:4]([C:17]#[N:18])[C:5]1[CH:10]=[C:9]([CH3:11])[C:8]([O:12][CH3:13])=[CH:7][C:6]=1[N+:14]([O-:16])=[O:15].Cl. Product: [CH3:13][O:12][C:8]1[C:9]([CH3:11])=[CH:10][C:5]([CH2:4][C:17]#[N:18])=[C:6]([N+:14]([O-:16])=[O:15])[CH:7]=1. The catalyst class is: 5.